Dataset: CYP2C19 inhibition data for predicting drug metabolism from PubChem BioAssay. Task: Regression/Classification. Given a drug SMILES string, predict its absorption, distribution, metabolism, or excretion properties. Task type varies by dataset: regression for continuous measurements (e.g., permeability, clearance, half-life) or binary classification for categorical outcomes (e.g., BBB penetration, CYP inhibition). Dataset: cyp2c19_veith. (1) The molecule is COCCn1c(=O)c(-c2cn(C)c3ccccc23)nc2cnc(OCc3ccccc3)nc21. The result is 0 (non-inhibitor). (2) The drug is CN(C)c1ncc2nc(-c3ccc(Cl)cc3)c(=O)n(C)c2n1. The result is 0 (non-inhibitor). (3) The result is 1 (inhibitor). The molecule is CC1(O)c2ccccc2C(=O)N1CCc1ccccc1F. (4) The molecule is COc1ccc2[nH]cc(C3=CCNCC3)c2c1. The result is 0 (non-inhibitor).